Dataset: Catalyst prediction with 721,799 reactions and 888 catalyst types from USPTO. Task: Predict which catalyst facilitates the given reaction. (1) Reactant: C(OC(N1CCN(C2C=CC(N)=CC=2OC)[C@@H](C)C1)=O)(C)(C)C.[Cl:24][C:25]1[N:30]=[CH:29][N:28]=[C:27]([NH:31][C:32]2[CH:37]=[CH:36][C:35]([N:38]3[CH2:43][CH2:42][N:41]([C:44]([O:46][C:47]([CH3:50])([CH3:49])[CH3:48])=[O:45])[CH2:40][C@@H:39]3[CH3:51])=[C:34]([O:52][CH3:53])[CH:33]=2)[N:26]=1.C(N(CC)C(C)C)(C)C.ClC1N=C(Cl)N=CN=1.N1C=CC=NN=1. Product: [Cl:24][C:25]1[N:30]=[CH:29][N:28]=[C:27]([NH:31][C:32]2[CH:37]=[CH:36][C:35]([N:38]3[CH2:43][CH2:42][N:41]([C:44]([O:46][C:47]([CH3:48])([CH3:50])[CH3:49])=[O:45])[CH2:40][C@@H:39]3[CH3:51])=[C:34]([O:52][CH3:53])[CH:33]=2)[N:26]=1. The catalyst class is: 2. (2) Reactant: Cl.O1CCOCC1.[S:8]1[C:12]2[CH:13]=[C:14]([N:17]3[CH2:21][CH2:20][N:19]([C:22]4[CH:23]=[C:24]5[CH:30]=[CH:29][N:28](COCC[Si](C)(C)C)[C:25]5=[N:26][CH:27]=4)[C:18]3=[O:39])[CH:15]=[CH:16][C:11]=2[N:10]=[CH:9]1.CO.C([O-])([O-])=O.[Na+].[Na+]. Product: [S:8]1[C:12]2[CH:13]=[C:14]([N:17]3[CH2:21][CH2:20][N:19]([C:22]4[CH:23]=[C:24]5[CH:30]=[CH:29][NH:28][C:25]5=[N:26][CH:27]=4)[C:18]3=[O:39])[CH:15]=[CH:16][C:11]=2[N:10]=[CH:9]1. The catalyst class is: 22. (3) Reactant: C[O:2][C:3](=[O:32])[CH2:4][O:5][C:6]1[CH:15]=[CH:14][C:13]([F:16])=[C:12]2[C:7]=1[C:8]([O:28][CH:29]([F:31])[F:30])=[C:9]([CH2:19][C:20]1[CH:25]=[CH:24][C:23]([O:26][CH3:27])=[CH:22][CH:21]=1)[C:10]([CH2:17][CH3:18])=[N:11]2.O.[OH-].[Na+].C(O)(=O)C. Product: [F:31][CH:29]([F:30])[O:28][C:8]1[C:7]2[C:12](=[C:13]([F:16])[CH:14]=[CH:15][C:6]=2[O:5][CH2:4][C:3]([OH:32])=[O:2])[N:11]=[C:10]([CH2:17][CH3:18])[C:9]=1[CH2:19][C:20]1[CH:21]=[CH:22][C:23]([O:26][CH3:27])=[CH:24][CH:25]=1. The catalyst class is: 5. (4) Reactant: [F:1][C:2]([F:8])([F:7])[CH2:3][CH2:4][CH2:5][OH:6].C(N(CC)CC)C.[Cl-].O[C:18]1[CH:27]=[CH:26][C:21]([C:22]([O:24]C)=[O:23])=[CH:20][CH:19]=1.C(=O)([O-])[O-].[K+].[K+].[OH-].[Na+].Cl. Product: [F:1][C:2]([F:8])([F:7])[CH2:3][CH2:4][CH2:5][O:6][C:18]1[CH:27]=[CH:26][C:21]([C:22]([OH:24])=[O:23])=[CH:20][CH:19]=1. The catalyst class is: 30. (5) Reactant: [Cl:1][C:2]1[CH:7]=[C:6]([F:8])[C:5]([N+:9]([O-])=O)=[CH:4][C:3]=1[OH:12].[Cl-].[Ca+2].[Cl-].C(O)C. Product: [NH2:9][C:5]1[C:6]([F:8])=[CH:7][C:2]([Cl:1])=[C:3]([OH:12])[CH:4]=1. The catalyst class is: 6. (6) Reactant: [H-].[Na+].[C:3]1([CH3:15])[CH:8]=[CH:7][CH:6]=[CH:5][C:4]=1[CH2:9][CH:10]([OH:14])[CH2:11][CH:12]=[CH2:13].[CH2:16](Br)[C:17]1[CH:22]=[CH:21][CH:20]=[CH:19][CH:18]=1. Product: [CH2:16]([O:14][CH:10]([CH2:11][CH:12]=[CH2:13])[CH2:9][C:4]1[CH:5]=[CH:6][CH:7]=[CH:8][C:3]=1[CH3:15])[C:17]1[CH:22]=[CH:21][CH:20]=[CH:19][CH:18]=1. The catalyst class is: 1. (7) Reactant: [H-].[Na+].[SH:3][CH2:4][C:5]([O:7][CH3:8])=[O:6].[H][H].[Br:11][C:12]1[C:13](F)=[C:14]([CH:17]=[CH:18][CH:19]=1)[CH:15]=O. Product: [Br:11][C:12]1[C:13]2[S:3][C:4]([C:5]([O:7][CH3:8])=[O:6])=[CH:15][C:14]=2[CH:17]=[CH:18][CH:19]=1. The catalyst class is: 16. (8) The catalyst class is: 31. Reactant: [CH3:1][CH:2]1[CH2:7][CH2:6][CH:5]([O:8][C:9]2[CH:18]=[CH:17][CH:16]=[C:15]3[C:10]=2[CH:11]=[CH:12][C:13]([CH2:19]OS(C)(=O)=O)=[CH:14]3)[CH2:4][CH2:3]1.Cl.C[O:27][C:28]([CH:30]1[CH2:36][CH:35]2[NH:37][CH:32]([CH2:33][CH2:34]2)[CH2:31]1)=[O:29].C(=O)([O-])[O-].[Cs+].[Cs+].O1CCCC1.[OH-].[Li+].O. Product: [CH3:1][C@@H:2]1[CH2:7][CH2:6][C@H:5]([O:8][C:9]2[CH:18]=[CH:17][CH:16]=[C:15]3[C:10]=2[CH:11]=[CH:12][C:13]([CH2:19][N:37]2[CH:35]4[CH2:34][CH2:33][CH:32]2[CH2:31][CH:30]([C:28]([OH:27])=[O:29])[CH2:36]4)=[CH:14]3)[CH2:4][CH2:3]1. (9) Reactant: C([O:8][CH2:9][C:10]1[N:11]([CH3:16])[C:12](=[O:15])[NH:13][N:14]=1)C1C=CC=CC=1. Product: [OH:8][CH2:9][C:10]1[N:11]([CH3:16])[C:12](=[O:15])[NH:13][N:14]=1. The catalyst class is: 320. (10) Reactant: F[C:2]1[CH:7]=[CH:6][CH:5]=[CH:4][C:3]=1[N+:8]([O-:10])=[O:9].[CH2:11]([OH:14])[CH2:12][OH:13].C([O-])([O-])=O.[K+].[K+]. Product: [N+:8]([C:3]1[CH:4]=[CH:5][CH:6]=[CH:7][C:2]=1[O:13][CH2:12][CH2:11][OH:14])([O-:10])=[O:9]. The catalyst class is: 3.